Dataset: Peptide-MHC class II binding affinity with 134,281 pairs from IEDB. Task: Regression. Given a peptide amino acid sequence and an MHC pseudo amino acid sequence, predict their binding affinity value. This is MHC class II binding data. (1) The peptide sequence is TSCSLMHTAVDLVNE. The MHC is DRB1_0401 with pseudo-sequence DRB1_0401. The binding affinity (normalized) is 0.434. (2) The peptide sequence is FRAAMATTANVPPAD. The MHC is DRB1_1602 with pseudo-sequence DRB1_1602. The binding affinity (normalized) is 0.323. (3) The peptide sequence is TLGEVWKRELNLLDK. The MHC is HLA-DQA10303-DQB10402 with pseudo-sequence HLA-DQA10303-DQB10402. The binding affinity (normalized) is 0.